From a dataset of Forward reaction prediction with 1.9M reactions from USPTO patents (1976-2016). Predict the product of the given reaction. Given the reactants Br[C:2]1[CH:7]=[CH:6][N:5]=[C:4]2[S:8][CH:9]=[C:10]([CH3:11])[C:3]=12.[Cl:12][C:13]1[CH:18]=[CH:17][C:16]([CH2:19][CH2:20][NH2:21])=[CH:15][CH:14]=1, predict the reaction product. The product is: [Cl:12][C:13]1[CH:18]=[CH:17][C:16]([CH2:19][CH2:20][NH:21][C:2]2[C:3]3[C:10]([CH3:11])=[CH:9][S:8][C:4]=3[N:5]=[CH:6][CH:7]=2)=[CH:15][CH:14]=1.